Dataset: Forward reaction prediction with 1.9M reactions from USPTO patents (1976-2016). Task: Predict the product of the given reaction. (1) Given the reactants [F:1][C:2]1[C:7]([F:8])=[CH:6][CH:5]=[CH:4][C:3]=1[C:9]1[N:14]=[CH:13][N:12]=[C:11]([N:15]2[CH2:20][CH2:19][N:18](C(OC(C)(C)C)=O)[CH2:17][CH2:16]2)[CH:10]=1.C(OCC)(=O)C.Cl, predict the reaction product. The product is: [F:1][C:2]1[C:7]([F:8])=[CH:6][CH:5]=[CH:4][C:3]=1[C:9]1[CH:10]=[C:11]([N:15]2[CH2:20][CH2:19][NH:18][CH2:17][CH2:16]2)[N:12]=[CH:13][N:14]=1. (2) Given the reactants [C:1]1([CH3:11])[CH:6]=[CH:5][CH:4]=[CH:3][C:2]=1[CH2:7][C:8](=[O:10])[CH3:9].[Cr](Cl)([O-])(=O)=[O:13].[NH+]1C=CC=CC=1.N1C=CC=CC=1, predict the reaction product. The product is: [C:1]1([CH3:11])[CH:6]=[CH:5][CH:4]=[CH:3][C:2]=1[C:7](=[O:13])[C:8](=[O:10])[CH3:9]. (3) The product is: [Br:1][C:2]1[CH:10]=[CH:9][C:8]2[O:11][C:12]3[C:17](=[CH:16][C:15]([O:18][CH3:19])=[CH:14][C:13]=3[F:20])[C:5](=[O:7])[C:4]=2[C:3]=1[F:21]. Given the reactants [Br:1][C:2]1[C:3]([F:21])=[C:4]([C:8]([O:11][C:12]2[CH:17]=[CH:16][C:15]([O:18][CH3:19])=[CH:14][C:13]=2[F:20])=[CH:9][CH:10]=1)[C:5]([OH:7])=O.S(=O)(=O)(O)O, predict the reaction product. (4) The product is: [Cl:1][C:2]1[CH:3]=[CH:4][C:5]([C:8]2([OH:33])[CH2:9][CH2:10][N:11]([C:14]3[C:15]4[N:16]([N:20]=[C:21]([NH:23][C:24]5[CH:32]=[CH:31][C:27]([C:28]([N:35]6[CH2:36][CH:37]([NH:49][CH3:48])[CH2:38]6)=[O:29])=[CH:26][CH:25]=5)[N:22]=4)[CH:17]=[CH:18][CH:19]=3)[CH2:12][CH2:13]2)=[CH:6][CH:7]=1. Given the reactants [Cl:1][C:2]1[CH:7]=[CH:6][C:5]([C:8]2([OH:33])[CH2:13][CH2:12][N:11]([C:14]3[C:15]4[N:16]([N:20]=[C:21]([NH:23][C:24]5[CH:32]=[CH:31][C:27]([C:28](O)=[O:29])=[CH:26][CH:25]=5)[N:22]=4)[CH:17]=[CH:18][CH:19]=3)[CH2:10][CH2:9]2)=[CH:4][CH:3]=1.Cl.[NH:35]1[CH2:38][CH:37](CNC(=O)OC(C)(C)C)[CH2:36]1.[CH3:48][N:49](C(ON1N=NC2C=CC=NC1=2)=[N+](C)C)C.F[P-](F)(F)(F)(F)F.C(N(CC)C(C)C)(C)C.FC(F)(F)C(O)=O, predict the reaction product. (5) Given the reactants [C:1]([O:5][C:6]([N:8]1[CH2:13][CH2:12][CH:11]([N:14]2[C:18]3=[N:19][CH:20]=[N:21][C:22]([O:23][C:24]4[CH:29]=[CH:28][C:27]([NH:30][C:31](=[O:33])[CH3:32])=[CH:26][CH:25]=4)=[C:17]3[CH:16]=[N:15]2)[CH2:10][CH2:9]1)=[O:7])(C)([CH3:3])[CH3:2].FC(F)(F)C(O)=O.ClC(OC(C)C)=O, predict the reaction product. The product is: [CH:1]([O:5][C:6]([N:8]1[CH2:13][CH2:12][CH:11]([N:14]2[C:18]3=[N:19][CH:20]=[N:21][C:22]([O:23][C:24]4[CH:25]=[CH:26][C:27]([NH:30][C:31](=[O:33])[CH3:32])=[CH:28][CH:29]=4)=[C:17]3[CH:16]=[N:15]2)[CH2:10][CH2:9]1)=[O:7])([CH3:3])[CH3:2].